Dataset: Forward reaction prediction with 1.9M reactions from USPTO patents (1976-2016). Task: Predict the product of the given reaction. (1) Given the reactants [Cl:1][C:2]1[CH:7]=[C:6]2[NH:8][C:9](=[O:42])[C:10]3([CH:15]([C:16]4[CH:21]=[CH:20][CH:19]=[C:18]([Cl:22])[CH:17]=4)[CH2:14][C:13](=[O:23])[NH:12][CH:11]3[C:24]3[CH:29]=[C:28](I)[CH:27]=[CH:26][C:25]=3[O:31][C:32]3[CH:37]=[CH:36][C:35]([C:38]([O:40][CH3:41])=[O:39])=[CH:34][CH:33]=3)[C:5]2=[CH:4][CH:3]=1.C[Si]([C:47]#[CH:48])(C)C.C(N(CC)CC)C.[OH-].[Na+], predict the reaction product. The product is: [Cl:1][C:2]1[CH:7]=[C:6]2[NH:8][C:9](=[O:42])[C:10]3([CH:15]([C:16]4[CH:21]=[CH:20][CH:19]=[C:18]([Cl:22])[CH:17]=4)[CH2:14][C:13](=[O:23])[NH:12][CH:11]3[C:24]3[CH:29]=[C:28]([C:47]#[CH:48])[CH:27]=[CH:26][C:25]=3[O:31][C:32]3[CH:37]=[CH:36][C:35]([C:38]([O:40][CH3:41])=[O:39])=[CH:34][CH:33]=3)[C:5]2=[CH:4][CH:3]=1. (2) Given the reactants [F:1][C:2]1[CH:7]=[CH:6][C:5]([N:8]2[C:12](=[O:13])[C:11]([C:14]([O:16]CC)=[O:15])=[CH:10][N:9]2[CH3:19])=[CH:4][CH:3]=1.CO.[OH-].[Na+], predict the reaction product. The product is: [F:1][C:2]1[CH:3]=[CH:4][C:5]([N:8]2[C:12](=[O:13])[C:11]([C:14]([OH:16])=[O:15])=[CH:10][N:9]2[CH3:19])=[CH:6][CH:7]=1. (3) Given the reactants [Cl:1][C:2]1[CH:3]=[C:4]([CH:8]=[CH:9][C:10]=1[C:11](=[O:26])[NH:12][C:13]1[CH:18]=[CH:17][C:16]([Cl:19])=[C:15]([C:20]2[CH:25]=[CH:24][CH:23]=[CH:22][N:21]=2)[CH:14]=1)[C:5]([OH:7])=O.[CH3:27][S:28]([CH2:31][CH2:32][NH2:33])(=[O:30])=[O:29], predict the reaction product. The product is: [Cl:1][C:2]1[CH:3]=[C:4]([C:5]([NH:33][CH2:32][CH2:31][S:28]([CH3:27])(=[O:30])=[O:29])=[O:7])[CH:8]=[CH:9][C:10]=1[C:11]([NH:12][C:13]1[CH:18]=[CH:17][C:16]([Cl:19])=[C:15]([C:20]2[CH:25]=[CH:24][CH:23]=[CH:22][N:21]=2)[CH:14]=1)=[O:26]. (4) Given the reactants C(OC([N:8]1[C:16]2[C:11](=[CH:12][CH:13]=[CH:14][CH:15]=2)[CH:10]=[C:9]1[C:17]1[CH:22]=[C:21]([C:23]2[CH:28]=[CH:27][N:26]=[CH:25][CH:24]=2)[N:20]=[N:19][C:18]=1[O:29]C)=O)(C)(C)C.C[Si](C)(C)Cl.Cl.CN(C=O)C.O, predict the reaction product. The product is: [NH:8]1[C:16]2[C:11](=[CH:12][CH:13]=[CH:14][CH:15]=2)[CH:10]=[C:9]1[C:17]1[C:18](=[O:29])[NH:19][N:20]=[C:21]([C:23]2[CH:28]=[CH:27][N:26]=[CH:25][CH:24]=2)[CH:22]=1. (5) Given the reactants C[O:2][C:3]1[N:12]=[C:11]2[C:6]([CH2:7][CH2:8][C:9](=[O:17])[N:10]2[CH2:13][C@@H:14]2[CH2:16][O:15]2)=[CH:5][CH:4]=1, predict the reaction product. The product is: [OH:15][CH2:16][C@H:14]1[N:12]2[C:11]3[N:10]([C:9](=[O:17])[CH2:8][CH2:7][C:6]=3[CH:5]=[CH:4][C:3]2=[O:2])[CH2:13]1.